This data is from Forward reaction prediction with 1.9M reactions from USPTO patents (1976-2016). The task is: Predict the product of the given reaction. (1) Given the reactants Cl[C:2]1[C:3]2[N:11]=[C:10]([C:12]3[CH:17]=[CH:16][CH:15]=[C:14]([O:18][C:19]([F:22])([F:21])[F:20])[CH:13]=3)[CH:9]=[CH:8][C:4]=2[N:5]=[CH:6][N:7]=1.[NH3:23], predict the reaction product. The product is: [F:20][C:19]([F:22])([F:21])[O:18][C:14]1[CH:13]=[C:12]([C:10]2[CH:9]=[CH:8][C:4]3[N:5]=[CH:6][N:7]=[C:2]([NH2:23])[C:3]=3[N:11]=2)[CH:17]=[CH:16][CH:15]=1. (2) Given the reactants [Br:1][C:2]1[CH:7]=[C:6]([C:8](O)([CH3:10])[CH3:9])[CH:5]=[C:4]([CH3:12])[N:3]=1.O.C(=O)(O)[O-].[Na+], predict the reaction product. The product is: [Br:1][C:2]1[CH:7]=[C:6]([C:8]([CH3:10])=[CH2:9])[CH:5]=[C:4]([CH3:12])[N:3]=1. (3) Given the reactants [CH3:1][C:2]1[S:3][CH:4]=[CH:5][C:6]=1[C:7]([OH:9])=[O:8].S(Cl)([Cl:12])=O, predict the reaction product. The product is: [Cl-:12].[CH3:1][C:2]1[S:3][CH:4]=[CH:5][C:6]=1[C:7]([O-:9])=[O:8]. (4) Given the reactants [NH2:1][C:2]1[CH:11]=[C:10]([C:12]([O:14][CH3:15])=[O:13])[CH:9]=[CH:8][C:3]=1[C:4]([O:6][CH3:7])=[O:5].[Cl:16][C:17]1[CH:22]=[C:21]([Cl:23])[CH:20]=[CH:19][C:18]=1[CH2:24][C:25](O)=[O:26].C1(N=C=NC2CCCCC2)CCCCC1, predict the reaction product. The product is: [Cl:16][C:17]1[CH:22]=[C:21]([Cl:23])[CH:20]=[CH:19][C:18]=1[CH2:24][C:25]([NH:1][C:2]1[CH:11]=[C:10]([C:12]([O:14][CH3:15])=[O:13])[CH:9]=[CH:8][C:3]=1[C:4]([O:6][CH3:7])=[O:5])=[O:26]. (5) The product is: [CH2:1]([O:8][C:9]1[CH:10]=[C:11]([CH:14]=[CH:15][C:16]=1[O:17][CH3:18])[CH:12]=[CH:22][N+:19]([O-:21])=[O:20])[C:2]1[CH:7]=[CH:6][CH:5]=[CH:4][CH:3]=1. Given the reactants [CH2:1]([O:8][C:9]1[CH:10]=[C:11]([CH:14]=[CH:15][C:16]=1[O:17][CH3:18])[CH:12]=O)[C:2]1[CH:7]=[CH:6][CH:5]=[CH:4][CH:3]=1.[N+:19]([CH3:22])([O-:21])=[O:20], predict the reaction product. (6) Given the reactants C(N(CC)CC)C.[CH3:8][C@H:9]1[NH:13][CH2:12][C@@H:11]([CH2:14][N:15]2[C:23]3[C:18](=[CH:19][C:20]([C:24]4[CH:25]=[N:26][N:27]([CH:29]5[CH2:34][CH2:33][CH2:32][CH2:31][O:30]5)[CH:28]=4)=[CH:21][CH:22]=3)[CH:17]=[CH:16]2)[CH2:10]1.[C:35]1([S:41](Cl)(=[O:43])=[O:42])[CH:40]=[CH:39][CH:38]=[CH:37][CH:36]=1.C(=O)(O)[O-].[Na+], predict the reaction product. The product is: [CH3:8][C@H:9]1[N:13]([S:41]([C:35]2[CH:40]=[CH:39][CH:38]=[CH:37][CH:36]=2)(=[O:43])=[O:42])[CH2:12][C@@H:11]([CH2:14][N:15]2[C:23]3[C:18](=[CH:19][C:20]([C:24]4[CH:25]=[N:26][N:27]([CH:29]5[CH2:34][CH2:33][CH2:32][CH2:31][O:30]5)[CH:28]=4)=[CH:21][CH:22]=3)[CH:17]=[CH:16]2)[CH2:10]1. (7) The product is: [Br:1][C:2]1[CH:3]=[CH:4][C:5]([F:11])=[C:6]([CH:10]=1)[C:7]([NH:19][CH3:18])=[O:8]. Given the reactants [Br:1][C:2]1[CH:3]=[CH:4][C:5]([F:11])=[C:6]([CH:10]=1)[C:7](O)=[O:8].C(Cl)(=O)C(Cl)=O.[CH3:18][NH2:19], predict the reaction product.